Task: Predict the product of the given reaction.. Dataset: Forward reaction prediction with 1.9M reactions from USPTO patents (1976-2016) (1) Given the reactants [H-].[Al+3].[Li+].[H-].[H-].[H-].[CH3:7][O:8][C:9]1[CH:20]=[CH:19][C:12]2[CH2:13][CH2:14][CH2:15][C:16](=O)[NH:17][C:11]=2[CH:10]=1.O.[OH-].[Na+], predict the reaction product. The product is: [CH3:7][O:8][C:9]1[CH:20]=[CH:19][C:12]2[CH2:13][CH2:14][CH2:15][CH2:16][NH:17][C:11]=2[CH:10]=1. (2) Given the reactants C[Si](C)(C)CCOC[N:7](COCC[Si](C)(C)C)[C:8]1[N:13]2[N:14]=[CH:15][C:16]([C:17]3[CH:18]=[N:19][C:20]4[C:25]([CH:26]=3)=[CH:24][CH:23]=[CH:22][CH:21]=4)=[C:12]2[N:11]=[C:10]([CH:27]2[CH2:32][CH2:31][CH:30]([CH2:33][C:34](O)=[O:35])[CH2:29][CH2:28]2)[C:9]=1[Br:37].[CH3:48][S:49]([NH2:52])(=[O:51])=[O:50].Cl.C(N=C=NCCCN(C)C)C, predict the reaction product. The product is: [NH2:7][C:8]1[N:13]2[N:14]=[CH:15][C:16]([C:17]3[CH:18]=[N:19][C:20]4[C:25]([CH:26]=3)=[CH:24][CH:23]=[CH:22][CH:21]=4)=[C:12]2[N:11]=[C:10]([CH:27]2[CH2:32][CH2:31][CH:30]([CH2:33][C:34]([NH:52][S:49]([CH3:48])(=[O:51])=[O:50])=[O:35])[CH2:29][CH2:28]2)[C:9]=1[Br:37]. (3) Given the reactants [F:1][C:2]1[CH:7]=[CH:6][CH:5]=[CH:4][C:3]=1[CH2:8][CH2:9][NH:10][C:11](=O)[CH3:12].O=P12OP3(OP(OP(O3)(O1)=O)(=O)O2)=O, predict the reaction product. The product is: [F:1][C:2]1[CH:7]=[CH:6][CH:5]=[C:4]2[C:3]=1[CH2:8][CH2:9][N:10]=[C:11]2[CH3:12]. (4) Given the reactants [NH2:1][C:2]1[N:11]=[C:10]([NH2:12])[C:9]2[C:4](=[CH:5][CH:6]=[C:7]([CH2:13]Br)[CH:8]=2)[N:3]=1.[S:15]1[CH:19]=[CH:18][C:17]([C:20]([OH:22])=[O:21])=[CH:16]1.C(=O)([O-])[O-].[K+].[K+], predict the reaction product. The product is: [S:15]1[CH:19]=[CH:18][C:17]([C:20]([O:22][CH2:13][C:7]2[CH:8]=[C:9]3[C:4](=[CH:5][CH:6]=2)[N:3]=[C:2]([NH2:1])[N:11]=[C:10]3[NH2:12])=[O:21])=[CH:16]1. (5) Given the reactants [CH2:1]([C:3]1[C:4]([OH:27])=[C:5]([C:23]([O:25][CH3:26])=[O:24])[C:6](=[O:22])[NH:7][C:8]=1[C:9]1[CH:17]=[CH:16][C:15]2[N:14]3[CH2:18][CH2:19][CH:20]([OH:21])[C:13]3=[CH:12][C:11]=2[CH:10]=1)[CH3:2], predict the reaction product. The product is: [CH2:1]([C:3]1[C:4]([OH:27])=[C:5]([C:23]([O:25][CH3:26])=[O:24])[C:6](=[O:22])[NH:7][C:8]=1[C:9]1[CH:17]=[CH:16][C:15]2[N:14]3[CH2:18][CH2:19][C:20](=[O:21])[C:13]3=[CH:12][C:11]=2[CH:10]=1)[CH3:2]. (6) Given the reactants C1(S([N:10]2[C:14]3=[N:15][CH:16]=[C:17]([C:19]#[N:20])[CH:18]=[C:13]3[C:12]([C:21]3[CH:22]=[C:23]([CH:44]=[CH:45][CH:46]=3)[CH2:24][NH:25][C:26]([C:28]3[C:29](=[O:43])[N:30]([CH2:34][C:35]4[CH:40]=[CH:39][C:38]([F:41])=[C:37]([F:42])[CH:36]=4)[CH:31]=[CH:32][CH:33]=3)=[O:27])=[CH:11]2)(=O)=O)C=CC=CC=1.[N-:47]=[N+:48]=[N-:49].[Na+].[Cl-].[NH4+], predict the reaction product. The product is: [NH:47]1[C:19]([C:17]2[CH:18]=[C:13]3[C:12]([C:21]4[CH:22]=[C:23]([CH:44]=[CH:45][CH:46]=4)[CH2:24][NH:25][C:26]([C:28]4[C:29](=[O:43])[N:30]([CH2:34][C:35]5[CH:40]=[CH:39][C:38]([F:41])=[C:37]([F:42])[CH:36]=5)[CH:31]=[CH:32][CH:33]=4)=[O:27])=[CH:11][NH:10][C:14]3=[N:15][CH:16]=2)=[N:20][N:49]=[N:48]1. (7) Given the reactants [F:1][C:2]1[C:3]([CH3:13])=[C:4]([CH2:8][C:9]([O:11][CH3:12])=[O:10])[CH:5]=[CH:6][CH:7]=1.[C:14]([O:18][C:19]([CH3:22])([CH3:21])[CH3:20])(=[O:17])[CH:15]=[CH2:16].[H-].[Na+], predict the reaction product. The product is: [F:1][C:2]1[C:3]([CH3:13])=[C:4]([C:8]2([C:9]([O:11][CH3:12])=[O:10])[CH2:4][CH2:8][C:9]([OH:10])=[C:15]([C:14]([O:18][C:19]([CH3:22])([CH3:21])[CH3:20])=[O:17])[CH2:16]2)[CH:5]=[CH:6][CH:7]=1. (8) Given the reactants C([O:5][C@H:6]([C@H:8]1[CH2:12][O:11][C:10](=[O:13])[N:9]1[C:14]1[C:19]([F:20])=[CH:18][N:17]=[C:16]([NH:21][C@H:22]([CH:24]2[CH2:29][CH2:28][NH:27][CH2:26][CH2:25]2)[CH3:23])[N:15]=1)[CH3:7])(C)(C)C.Br[C:31]1[CH:36]=[CH:35][N:34]=[C:33]([C:37]([CH3:43])([CH3:42])[C:38]([F:41])([F:40])[F:39])[CH:32]=1.C1C=CC(P(C2C(C3C(P(C4C=CC=CC=4)C4C=CC=CC=4)=CC=C4C=3C=CC=C4)=C3C(C=CC=C3)=CC=2)C2C=CC=CC=2)=CC=1.C([O-])([O-])=O.[Cs+].[Cs+], predict the reaction product. The product is: [F:20][C:19]1[C:14]([N:9]2[C@@H:8]([C@@H:6]([OH:5])[CH3:7])[CH2:12][O:11][C:10]2=[O:13])=[N:15][C:16]([NH:21][C@H:22]([CH:24]2[CH2:25][CH2:26][N:27]([C:31]3[CH:36]=[CH:35][N:34]=[C:33]([C:37]([CH3:43])([CH3:42])[C:38]([F:41])([F:40])[F:39])[CH:32]=3)[CH2:28][CH2:29]2)[CH3:23])=[N:17][CH:18]=1. (9) Given the reactants Cl[C:2]([N:4]1[CH2:10][C:9]2[CH:11]=[C:12]([C:15]3[CH:16]=[CH:17][C:18]4[N:22]=[CH:21][N:20](C(OC(C)(C)C)=O)[C:19]=4[CH:30]=3)[CH:13]=[CH:14][C:8]=2[O:7][CH2:6][CH2:5]1)=[O:3].[N:31]1([C:37]2[N:42]=[CH:41][CH:40]=[CH:39][N:38]=2)[CH2:36][CH2:35][NH:34][CH2:33][CH2:32]1.[CH3:43]N1C2C=CC(Cl)=CC=2C(C2C=CC=CC=2)=NCC1=O, predict the reaction product. The product is: [CH3:43][C:21]1[NH:20][C:19]2[CH:30]=[C:15]([C:12]3[CH:13]=[CH:14][C:8]4[O:7][CH2:6][CH2:5][N:4]([C:2]([N:34]5[CH2:35][CH2:36][N:31]([C:37]6[N:38]=[CH:39][CH:40]=[CH:41][N:42]=6)[CH2:32][CH2:33]5)=[O:3])[CH2:10][C:9]=4[CH:11]=3)[CH:16]=[CH:17][C:18]=2[N:22]=1.